Dataset: Catalyst prediction with 721,799 reactions and 888 catalyst types from USPTO. Task: Predict which catalyst facilitates the given reaction. (1) Reactant: C(Cl)(Cl)Cl.[O:5]1[C:10]2[CH:11]=[CH:12][C:13]([CH2:15][N:16]([CH:24]3[CH2:29][CH2:28][N:27]([CH2:30][CH2:31][N:32]4[C:41]5[C:36](=[C:37]([NH2:42])[CH:38]=[CH:39][CH:40]=5)[CH:35]=[CH:34][C:33]4=[O:43])[CH2:26][CH2:25]3)[C:17](=[O:23])[O:18][C:19]([CH3:22])([CH3:21])[CH3:20])=[CH:14][C:9]=2[O:8][CH2:7][CH2:6]1.[C:44](Cl)(=[O:46])[CH3:45].C(=O)([O-])O.[Na+]. Product: [O:5]1[C:10]2[CH:11]=[CH:12][C:13]([CH2:15][N:16]([CH:24]3[CH2:29][CH2:28][N:27]([CH2:30][CH2:31][N:32]4[C:41]5[C:36](=[C:37]([NH:42][C:44]([CH3:45])=[O:46])[CH:38]=[CH:39][CH:40]=5)[CH:35]=[CH:34][C:33]4=[O:43])[CH2:26][CH2:25]3)[C:17](=[O:23])[O:18][C:19]([CH3:22])([CH3:21])[CH3:20])=[CH:14][C:9]=2[O:8][CH2:7][CH2:6]1. The catalyst class is: 66. (2) Reactant: [Br:1]N1C(=O)CCC1=O.[CH3:9][O:10][C:11](=[O:28])[C:12]([C:19]1[CH:24]=[CH:23][C:22]([OH:25])=[C:21]([CH:26]=[O:27])[CH:20]=1)([CH2:16][O:17][CH3:18])[CH2:13][O:14][CH3:15]. Product: [CH3:9][O:10][C:11](=[O:28])[C:12]([C:19]1[CH:20]=[C:21]([CH:26]=[O:27])[C:22]([OH:25])=[C:23]([Br:1])[CH:24]=1)([CH2:16][O:17][CH3:18])[CH2:13][O:14][CH3:15]. The catalyst class is: 3. (3) Reactant: N(C(OCC)=O)=NC(OCC)=O.[Cl:13][C:14]1[CH:33]=[CH:32][C:17]([NH:18][C:19]2[C:28]3[C:23](=[CH:24][C:25]([OH:31])=[C:26]([O:29][CH3:30])[CH:27]=3)[N:22]=[CH:21][N:20]=2)=[C:16]([F:34])[CH:15]=1.C1(P(C2C=CC=CC=2)C2C=CC=CC=2)C=CC=CC=1.O[CH2:55][CH2:56][N:57]1[CH:61]=[CH:60][N:59]=[C:58]1[CH3:62]. Product: [ClH:13].[Cl:13][C:14]1[CH:33]=[CH:32][C:17]([NH:18][C:19]2[C:28]3[C:23](=[CH:24][C:25]([O:31][CH2:55][CH2:56][N:57]4[CH:61]=[CH:60][N:59]=[C:58]4[CH3:62])=[C:26]([O:29][CH3:30])[CH:27]=3)[N:22]=[CH:21][N:20]=2)=[C:16]([F:34])[CH:15]=1. The catalyst class is: 158. (4) Reactant: [CH3:1][O:2][C:3]([C:5]1[CH:24]=[CH:23][CH:22]=[CH:21][C:6]=1[O:7][CH2:8][CH2:9][C:10]1[CH:20]=[CH:19][C:13]([O:14][CH2:15][C:16]([OH:18])=O)=[CH:12][CH:11]=1)=[O:4].[F:25][C:26]1[CH:36]=[C:35]([F:37])[CH:34]=[CH:33][C:27]=1[CH2:28][NH:29][CH2:30][CH2:31][CH3:32].F[B-](F)(F)F.N1(OC(N(C)C)=[N+](C)C)C2C=CC=CC=2N=N1.C(N(C(C)C)C(C)C)C. Product: [F:25][C:26]1[CH:36]=[C:35]([F:37])[CH:34]=[CH:33][C:27]=1[CH2:28][N:29]([CH2:30][CH2:31][CH3:32])[C:16](=[O:18])[CH2:15][O:14][C:13]1[CH:12]=[CH:11][C:10]([CH2:9][CH2:8][O:7][C:6]2[CH:21]=[CH:22][CH:23]=[CH:24][C:5]=2[C:3]([O:2][CH3:1])=[O:4])=[CH:20][CH:19]=1. The catalyst class is: 31. (5) Reactant: [C:1]([C:3]1[CH:4]=[C:5]([CH:28]=[CH:29][CH:30]=1)[C:6]([NH:8][C:9]1[C:10]([CH3:27])=[C:11]2[C:17]([CH:18]3[CH2:25][C:22]4([CH2:24][CH2:23]4)[NH:21][CH2:20][CH2:19]3)=[CH:16][N:15]([CH3:26])[C:12]2=[N:13][CH:14]=1)=[O:7])#[N:2].[C:31](Cl)(=[O:35])[CH:32]([CH3:34])[CH3:33]. Product: [C:1]([C:3]1[CH:4]=[C:5]([CH:28]=[CH:29][CH:30]=1)[C:6]([NH:8][C:9]1[C:10]([CH3:27])=[C:11]2[C:17]([CH:18]3[CH2:25][C:22]4([CH2:23][CH2:24]4)[N:21]([C:31](=[O:35])[CH:32]([CH3:34])[CH3:33])[CH2:20][CH2:19]3)=[CH:16][N:15]([CH3:26])[C:12]2=[N:13][CH:14]=1)=[O:7])#[N:2]. The catalyst class is: 2. (6) Reactant: [CH3:1][N:2]([CH3:6])[CH2:3][CH2:4][OH:5].[H-].[Na+].F[C:10]1[N:15]2[CH:16]=[C:17]([CH2:19][N:20]([CH3:31])[C@@H:21]3[C:30]4[N:29]=[CH:28][CH:27]=[CH:26][C:25]=4[CH2:24][CH2:23][CH2:22]3)[N:18]=[C:14]2[CH:13]=[CH:12][CH:11]=1. Product: [CH3:1][N:2]([CH3:6])[CH2:3][CH2:4][O:5][C:10]1[N:15]2[CH:16]=[C:17]([CH2:19][N:20]([CH3:31])[C@@H:21]3[C:30]4[N:29]=[CH:28][CH:27]=[CH:26][C:25]=4[CH2:24][CH2:23][CH2:22]3)[N:18]=[C:14]2[CH:13]=[CH:12][CH:11]=1. The catalyst class is: 7. (7) Reactant: [Cl:1][C:2]1[CH:9]=[C:8]([OH:10])[CH:7]=[CH:6][C:3]=1[CH:4]=[O:5].Br[CH2:12][C:13]([NH2:15])=[O:14].C(=O)([O-])[O-].[Cs+].[Cs+].[I-].[K+].C(=O)([O-])[O-].[K+].[K+].[I-].[Na+]. Product: [Cl:1][C:2]1[CH:9]=[C:8]([CH:7]=[CH:6][C:3]=1[CH:4]=[O:5])[O:10][CH2:12][C:13]([NH2:15])=[O:14]. The catalyst class is: 3. (8) Reactant: [CH2:1]([O:8][C:9]1[CH:15]=[CH:14][CH:13]=[CH:12][C:10]=1[NH2:11])[C:2]1[CH:7]=[CH:6][CH:5]=[CH:4][CH:3]=1.[N:16]([O-])=O.[Na+].[Sn](Cl)(Cl)(Cl)Cl. Product: [CH2:1]([O:8][C:9]1[CH:15]=[CH:14][CH:13]=[CH:12][C:10]=1[NH:11][NH2:16])[C:2]1[CH:3]=[CH:4][CH:5]=[CH:6][CH:7]=1. The catalyst class is: 126. (9) Reactant: [CH3:1][N:2]([CH3:4])[CH3:3].[C:5]([S:24][CH2:25][CH2:26][O:27][CH2:28][CH2:29][O:30][CH2:31][CH2:32][O:33][S:34]([C:37]1[CH:42]=[CH:41][C:40]([CH3:43])=[CH:39][CH:38]=1)(=[O:36])=[O:35])([C:18]1[CH:23]=[CH:22][CH:21]=[CH:20][CH:19]=1)([C:12]1[CH:17]=[CH:16][CH:15]=[CH:14][CH:13]=1)[C:6]1[CH:11]=[CH:10][CH:9]=[CH:8][CH:7]=1. Product: [C:40]1([CH3:43])[CH:39]=[CH:38][C:37]([S:34]([O-:36])(=[O:33])=[O:35])=[CH:42][CH:41]=1.[C:5]([S:24][CH2:25][CH2:26][O:27][CH2:28][CH2:29][O:30][CH2:31][CH2:32][N+:2]([CH3:4])([CH3:3])[CH3:1])([C:18]1[CH:23]=[CH:22][CH:21]=[CH:20][CH:19]=1)([C:12]1[CH:17]=[CH:16][CH:15]=[CH:14][CH:13]=1)[C:6]1[CH:11]=[CH:10][CH:9]=[CH:8][CH:7]=1. The catalyst class is: 8. (10) Reactant: [Cl:1][C:2]1[CH:3]=[C:4]2[C:9](=[CH:10][CH:11]=1)[NH:8][CH2:7][CH:6]([NH:12][C:13](=[O:19])[O:14][C:15]([CH3:18])([CH3:17])[CH3:16])[CH2:5]2.[CH:20](=O)[C:21]1[CH:26]=[CH:25][CH:24]=[CH:23][CH:22]=1.C(O[BH-](OC(=O)C)OC(=O)C)(=O)C.[Na+].CC(O)=O. Product: [CH2:20]([N:8]1[C:9]2[C:4](=[CH:3][C:2]([Cl:1])=[CH:11][CH:10]=2)[CH2:5][CH:6]([NH:12][C:13](=[O:19])[O:14][C:15]([CH3:16])([CH3:18])[CH3:17])[CH2:7]1)[C:21]1[CH:26]=[CH:25][CH:24]=[CH:23][CH:22]=1. The catalyst class is: 839.